Task: Predict the product of the given reaction.. Dataset: Forward reaction prediction with 1.9M reactions from USPTO patents (1976-2016) (1) Given the reactants [Si:1]([O:8][CH2:9][CH2:10][CH2:11][C:12]1[CH:17]=[C:16]([CH2:18][OH:19])[N:15]=[C:14]([C:20]([O:22][CH3:23])=[O:21])[CH:13]=1)([C:4]([CH3:7])([CH3:6])[CH3:5])([CH3:3])[CH3:2], predict the reaction product. The product is: [Si:1]([O:8][CH2:9][CH2:10][CH2:11][C:12]1[CH:17]=[C:16]([CH:18]=[O:19])[N:15]=[C:14]([C:20]([O:22][CH3:23])=[O:21])[CH:13]=1)([C:4]([CH3:5])([CH3:7])[CH3:6])([CH3:2])[CH3:3]. (2) Given the reactants Cl[C:2]1[CH:7]=[C:6]([N:8]2[CH2:13][CH2:12][O:11][CH2:10][CH2:9]2)[N:5]2[N:14]=[C:15]([C:17]3[CH:22]=[CH:21][C:20]([Cl:23])=[CH:19][CH:18]=3)[CH:16]=[C:4]2[N:3]=1.C(=O)([O-])[O-].[K+].[K+].O.[NH2:31][NH2:32].[CH2:33](O)[CH3:34], predict the reaction product. The product is: [Cl:23][C:20]1[CH:21]=[CH:22][C:17]([C:15]2[CH:16]=[C:4]3[N:3]=[C:2]([NH:31][N:32]=[CH:22][C:17]4[CH:15]=[CH:16][CH:4]=[C:33]([CH3:34])[CH:18]=4)[CH:7]=[C:6]([N:8]4[CH2:13][CH2:12][O:11][CH2:10][CH2:9]4)[N:5]3[N:14]=2)=[CH:18][CH:19]=1. (3) Given the reactants C(OC([NH:8][C@H:9]1[CH2:14][CH2:13][CH2:12][N:11]([C:15]([O:17][CH2:18][C:19]2[CH:24]=[CH:23][CH:22]=[CH:21][CH:20]=2)=[O:16])[C@H:10]1[CH3:25])=O)(C)(C)C.Cl, predict the reaction product. The product is: [NH2:8][C@H:9]1[CH2:14][CH2:13][CH2:12][N:11]([C:15]([O:17][CH2:18][C:19]2[CH:24]=[CH:23][CH:22]=[CH:21][CH:20]=2)=[O:16])[C@H:10]1[CH3:25]. (4) Given the reactants [Cl:1][C:2]1[CH:3]=[N:4][CH:5]=[C:6]([Cl:20])[C:7]=1[S:8][C:9]1[S:13][C:12]([C:14](Cl)=[O:15])=[CH:11][C:10]=1[N+:17]([O-:19])=[O:18].[OH:21][CH:22]([C:24]1[CH:30]=[CH:29][C:27]([NH2:28])=[CH:26][CH:25]=1)[CH3:23], predict the reaction product. The product is: [Cl:1][C:2]1[CH:3]=[N:4][CH:5]=[C:6]([Cl:20])[C:7]=1[S:8][C:9]1[S:13][C:12]([C:14]([NH:28][C:27]2[CH:29]=[CH:30][C:24]([CH:22]([OH:21])[CH3:23])=[CH:25][CH:26]=2)=[O:15])=[CH:11][C:10]=1[N+:17]([O-:19])=[O:18]. (5) Given the reactants [CH2:1]([CH:8]1[C:14](=[O:15])[CH2:13][CH:12]2[CH2:16][CH:9]1[CH2:10][CH2:11]2)[C:2]1[CH:7]=[CH:6][CH:5]=[CH:4][N:3]=1.CC([O-])(C)C.[K+].C1COCC1.[N:28](OCCC(C)C)=[O:29].Cl, predict the reaction product. The product is: [CH2:1]([CH:8]1[C:14](=[O:15])[C:13](=[N:28][OH:29])[CH:12]2[CH2:16][CH:9]1[CH2:10][CH2:11]2)[C:2]1[CH:7]=[CH:6][CH:5]=[CH:4][N:3]=1. (6) Given the reactants [NH2:1][C:2]1[C:7]([Cl:8])=[CH:6][C:5]([C:9](=[O:14])[C:10]([F:13])([F:12])[F:11])=[CH:4][C:3]=1[Cl:15].[Cl:16][C:17]1[CH:22]=[CH:21][C:20]([Mg]Br)=[CH:19][CH:18]=1.[Cl-].[NH4+], predict the reaction product. The product is: [NH2:1][C:2]1[C:3]([Cl:15])=[CH:4][C:5]([C:9]([C:20]2[CH:21]=[CH:22][C:17]([Cl:16])=[CH:18][CH:19]=2)([OH:14])[C:10]([F:13])([F:11])[F:12])=[CH:6][C:7]=1[Cl:8].